From a dataset of Reaction yield outcomes from USPTO patents with 853,638 reactions. Predict the reaction yield, written as a fraction of the theoretical maximum amount of product (1.0 means a 100% yield; for example, 0.34 means a 34% yield). (1) The reactants are I[C:2]1[CH:3]=[C:4]([CH:10]=[CH:11][CH:12]=1)[C:5]([O:7][CH2:8][CH3:9])=[O:6].C(=O)=O.CC#N.C([Mg]Cl)(C)C.CCOCC.[Cl:29][C:30]1[CH:31]=[C:32]([CH:35]=[CH:36][CH:37]=1)[CH:33]=[O:34].[I-]. The catalyst is O1CCCC1. The product is [Cl:29][C:30]1[CH:31]=[C:32]([CH:33]([OH:34])[C:2]2[CH:3]=[C:4]([CH:10]=[CH:11][CH:12]=2)[C:5]([O:7][CH2:8][CH3:9])=[O:6])[CH:35]=[CH:36][CH:37]=1. The yield is 0.740. (2) The reactants are [NH2:1][C@@H:2]([CH2:34][C:35]1[CH:40]=[CH:39][CH:38]=[CH:37][CH:36]=1)[CH2:3][C@H:4]([OH:33])[C@@H:5]([NH:20][C:21]([C@@H:23]([NH:28][C:29](=[O:32])[O:30][CH3:31])[C:24]([CH3:27])([CH3:26])[CH3:25])=[O:22])[CH2:6][C:7]1[CH:12]=[CH:11][C:10]([C:13]2[CH:18]=[CH:17][C:16]([CH3:19])=[CH:15][N:14]=2)=[CH:9][CH:8]=1.[CH3:41][O:42][C:43]([NH:45][C@@H:46]([C:50]([CH3:53])([CH3:52])[CH3:51])[C:47](O)=[O:48])=[O:44].CCOP(ON1N=NC2C=CC=CC=2C1=O)(OCC)=O.C(N(CC)C(C)C)(C)C. The catalyst is C1COCC1. The product is [CH3:31][O:30][C:29](=[O:32])[NH:28][C@@H:23]([C:24]([CH3:26])([CH3:25])[CH3:27])[C:21](=[O:22])[NH:20][C@@H:5]([CH2:6][C:7]1[CH:12]=[CH:11][C:10]([C:13]2[CH:18]=[CH:17][C:16]([CH3:19])=[CH:15][N:14]=2)=[CH:9][CH:8]=1)[C@@H:4]([OH:33])[CH2:3][C@H:2]([CH2:34][C:35]1[CH:36]=[CH:37][CH:38]=[CH:39][CH:40]=1)[NH:1][C:47](=[O:48])[C@H:46]([C:50]([CH3:52])([CH3:51])[CH3:53])[NH:45][C:43](=[O:44])[O:42][CH3:41]. The yield is 0.610. (3) The reactants are C(OC([NH:11][C@@H:12]([CH:28]([CH3:30])[CH3:29])[C:13]([N:15]1[CH2:20][CH2:19][N:18]([C:21]([O:23][C:24]([CH3:27])([CH3:26])[CH3:25])=[O:22])[CH2:17][CH2:16]1)=[O:14])=O)C1C=CC=CC=1. The catalyst is CO.[Pd]. The product is [NH2:11][C@@H:12]([CH:28]([CH3:30])[CH3:29])[C:13]([N:15]1[CH2:20][CH2:19][N:18]([C:21]([O:23][C:24]([CH3:26])([CH3:25])[CH3:27])=[O:22])[CH2:17][CH2:16]1)=[O:14]. The yield is 0.840. (4) The catalyst is O1CCOCC1. The reactants are [NH2:1][C:2]1[C:10]([CH3:11])=[CH:9][C:8]([Cl:12])=[CH:7][C:3]=1[C:4]([OH:6])=[O:5].[O:13]=[C:14](Cl)OC(Cl)(Cl)Cl. The yield is 1.00. The product is [Cl:12][C:8]1[CH:9]=[C:10]([CH3:11])[C:2]2[NH:1][C:14](=[O:13])[O:5][C:4](=[O:6])[C:3]=2[CH:7]=1. (5) The reactants are [CH3:1][C:2]1[S:3][C:4]2[CH:5]=[CH:6][C:7]3[CH:16]=[CH:15][CH:14]=[CH:13][C:8]=3[C:9]=2[C:10](=[O:12])[CH:11]=1.[I:17]I.S([O-])([O-])(=O)=S.[Na+].[Na+]. The catalyst is C(#N)C. The product is [I:17][C:11]1[C:10](=[O:12])[C:9]2[C:8]3[CH:13]=[CH:14][CH:15]=[CH:16][C:7]=3[CH:6]=[CH:5][C:4]=2[S:3][C:2]=1[CH3:1]. The yield is 0.740.